This data is from Forward reaction prediction with 1.9M reactions from USPTO patents (1976-2016). The task is: Predict the product of the given reaction. (1) Given the reactants [CH3:1][Si:2]([CH3:52])([CH3:51])[CH2:3][CH2:4][O:5][CH2:6][N:7]([CH2:43][O:44][CH2:45][CH2:46][Si:47]([CH3:50])([CH3:49])[CH3:48])[C:8]1[N:13]2[N:14]=[CH:15][C:16]([C:17]3[CH:18]=[N:19][C:20]4[C:25]([CH:26]=3)=[CH:24][C:23]([F:27])=[CH:22][CH:21]=4)=[C:12]2[N:11]=[C:10]([CH2:28][N:29]([C:37]2([CH2:40][OH:41])[CH2:39][CH2:38]2)[C:30](=[O:36])[O:31][C:32]([CH3:35])([CH3:34])[CH3:33])[C:9]=1[Br:42].F[B-](F)(F)F.[CH3:58][O+](C)C, predict the reaction product. The product is: [CH3:52][Si:2]([CH3:1])([CH3:51])[CH2:3][CH2:4][O:5][CH2:6][N:7]([CH2:43][O:44][CH2:45][CH2:46][Si:47]([CH3:49])([CH3:48])[CH3:50])[C:8]1[N:13]2[N:14]=[CH:15][C:16]([C:17]3[CH:18]=[N:19][C:20]4[C:25]([CH:26]=3)=[CH:24][C:23]([F:27])=[CH:22][CH:21]=4)=[C:12]2[N:11]=[C:10]([CH2:28][N:29]([C:37]2([CH2:40][O:41][CH3:58])[CH2:39][CH2:38]2)[C:30](=[O:36])[O:31][C:32]([CH3:35])([CH3:34])[CH3:33])[C:9]=1[Br:42]. (2) Given the reactants Cl.[O:2]=[C:3]([C:14]1[CH:19]=[CH:18][CH:17]=[CH:16][CH:15]=1)[CH2:4][C:5](SC1C=CC=CC=1)=[NH:6].[CH3:20][O:21][C:22]1[CH:23]=[C:24]([CH:26]=[CH:27][CH:28]=1)[NH2:25], predict the reaction product. The product is: [CH3:20][O:21][C:22]1[CH:23]=[C:24]([NH:25][C:5](=[NH:6])[CH2:4][C:3](=[O:2])[C:14]2[CH:15]=[CH:16][CH:17]=[CH:18][CH:19]=2)[CH:26]=[CH:27][CH:28]=1.